Dataset: Peptide-MHC class I binding affinity with 185,985 pairs from IEDB/IMGT. Task: Regression. Given a peptide amino acid sequence and an MHC pseudo amino acid sequence, predict their binding affinity value. This is MHC class I binding data. (1) The peptide sequence is AVSKNRRQL. The MHC is HLA-B40:01 with pseudo-sequence HLA-B40:01. The binding affinity (normalized) is 0.0847. (2) The peptide sequence is FLGMESCGI. The MHC is HLA-A02:03 with pseudo-sequence HLA-A02:03. The binding affinity (normalized) is 0.779. (3) The peptide sequence is HIVCSKTVK. The MHC is HLA-A68:01 with pseudo-sequence HLA-A68:01. The binding affinity (normalized) is 0.559.